Predict the reaction yield, written as a fraction of the theoretical maximum amount of product (1.0 means a 100% yield; for example, 0.34 means a 34% yield). From a dataset of Reaction yield outcomes from USPTO patents with 853,638 reactions. (1) The reactants are C(O[C@@H]1[C@@H](OC(=O)C)[C@H](OC(=O)C)[C@@H](COC(=O)C)O[C@H]1[O:24][C:25]1[C:26]([O:28][C@H:29]([C@H:32]([CH2:34][OH:35])[OH:33])[C:30]=1[OH:31])=[O:27])(=O)C.C(=O)([O-])[O-].[K+].[K+]. The catalyst is CO.O. The product is [O:27]=[C:26]1[O:28][C@H:29]([C@H:32]([CH2:34][OH:35])[OH:33])[C:30]([OH:31])=[C:25]1[OH:24]. The yield is 1.00. (2) The reactants are C(N1C2C(=CC=CC=2)CC1=O)C1C=CC=CC=1.[F:18][C:19]1[CH:20]=[C:21]2[C:25](=[CH:26][CH:27]=1)[N:24]([CH2:28][C:29]1[CH:34]=[CH:33][CH:32]=[CH:31][CH:30]=1)[C:23](=[O:35])[C:22]2=O.CCOCC. The product is [CH2:28]([N:24]1[C:25]2[C:21](=[CH:20][C:19]([F:18])=[CH:27][CH:26]=2)[CH2:22][C:23]1=[O:35])[C:29]1[CH:34]=[CH:33][CH:32]=[CH:31][CH:30]=1. The catalyst is CCCCCC. The yield is 0.750. (3) The reactants are C([N:3]([CH2:15][CH3:16])[C:4](=[O:14])[C:5]1[CH:10]=[CH:9][C:8]([O:11][CH3:12])=[CH:7][C:6]=1C)C.C([Li])(C)(C)C.CCCCC.[CH3:27][N:28](C)[C:29]#N. The catalyst is C1COCC1. The product is [CH3:27][N:28]([CH3:29])[C:15]1[N:3]=[C:4]([OH:14])[C:5]2[C:6]([CH:16]=1)=[CH:7][C:8]([O:11][CH3:12])=[CH:9][CH:10]=2. The yield is 0.710.